This data is from Full USPTO retrosynthesis dataset with 1.9M reactions from patents (1976-2016). The task is: Predict the reactants needed to synthesize the given product. (1) Given the product [O:8]=[C:4]1[NH:5][C@H:6]([CH2:10][N:17]2[C:25]3[C:20](=[CH:21][CH:22]=[CH:23][CH:24]=3)[C:19]3([C:29]4=[CH:30][C:31]5[O:35][CH2:34][O:33][C:32]=5[CH:36]=[C:28]4[O:27][CH2:26]3)[C:18]2=[O:37])[CH2:7][CH2:3]1, predict the reactants needed to synthesize it. The reactants are: BrC[C@@H:3]1[CH2:7][CH2:6][NH:5][C:4]1=[O:8].Br[CH2:10]C1CCCCO1.[NH:17]1[C:25]2[C:20](=[CH:21][CH:22]=[CH:23][CH:24]=2)[C:19]2([C:29]3=[CH:30][C:31]4[O:35][CH2:34][O:33][C:32]=4[CH:36]=[C:28]3[O:27][CH2:26]2)[C:18]1=[O:37]. (2) The reactants are: [F:1][CH:2]1C(=O)[CH2:6][CH2:5][N:4]([C:9]2[CH:14]=[CH:13][C:12]([N+:15]([O-:17])=[O:16])=[CH:11][C:10]=2[F:18])[CH2:3]1.[CH3:19][O:20][CH:21](OC)[O:22][CH3:23].O.C1(C)C=CC(S(O)(=O)=O)=CC=1. Given the product [CH3:19][O:20][C:21]1([O:22][CH3:23])[CH2:6][CH2:5][N:4]([C:9]2[CH:14]=[CH:13][C:12]([N+:15]([O-:17])=[O:16])=[CH:11][C:10]=2[F:18])[CH2:3][CH:2]1[F:1], predict the reactants needed to synthesize it. (3) Given the product [CH:1]([C:4]1[CH:9]=[CH:8][C:7]([CH3:10])=[CH:6][C:5]=1[N:11]1[C:43](=[O:45])[CH2:44][S:13]/[C:12]/1=[N:14]\[C:15]([NH:17][CH2:18][CH2:19][CH2:20][C:21]1[CH:26]=[CH:25][C:24]([C:27]2[N:31]=[CH:30][N:29]([C:32]3[CH:37]=[CH:36][C:35]([O:38][C:39]([F:41])([F:42])[F:40])=[CH:34][CH:33]=3)[N:28]=2)=[CH:23][CH:22]=1)=[O:16])([CH3:3])[CH3:2], predict the reactants needed to synthesize it. The reactants are: [CH:1]([C:4]1[CH:9]=[CH:8][C:7]([CH3:10])=[CH:6][C:5]=1[NH:11][C:12]([NH:14][C:15]([NH:17][CH2:18][CH2:19][CH2:20][C:21]1[CH:26]=[CH:25][C:24]([C:27]2[N:31]=[CH:30][N:29]([C:32]3[CH:37]=[CH:36][C:35]([O:38][C:39]([F:42])([F:41])[F:40])=[CH:34][CH:33]=3)[N:28]=2)=[CH:23][CH:22]=1)=[O:16])=[S:13])([CH3:3])[CH3:2].[C:43]([O-])(=[O:45])[CH3:44].[Na+].C(O)C.BrCC(OC)=O. (4) Given the product [N+:1]([C:4]1[CH:8]=[C:7]([C:9]([O:11][CH3:17])=[O:10])[NH:6][N:5]=1)([O-:3])=[O:2], predict the reactants needed to synthesize it. The reactants are: [N+:1]([C:4]1[CH:8]=[C:7]([C:9]([OH:11])=[O:10])[NH:6][N:5]=1)([O-:3])=[O:2].OS(O)(=O)=O.[CH3:17]O. (5) Given the product [CH3:15][O:14][C:11]1[CH:10]=[CH:9][CH:8]=[C:7]2[C:12]=1[CH:13]=[C:5]([C:3]([OH:4])=[O:2])[NH:6]2, predict the reactants needed to synthesize it. The reactants are: C[O:2][C:3]([C:5]1[NH:6][C:7]2[C:12]([CH:13]=1)=[C:11]([O:14][CH3:15])[CH:10]=[CH:9][CH:8]=2)=[O:4].[OH-].[K+]. (6) Given the product [N:13]1[C:14]2[C:15](=[N:16][CH:17]=[CH:18][CH:19]=2)[NH:11][C:12]=1[CH:8]([NH:9][C:10]([NH:45][C@H:46]1[CH2:51][CH2:50][C@H:49]([OH:52])[CH2:48][CH2:47]1)=[O:20])[CH2:7][C:6]1[CH:5]=[CH:4][C:3]([O:2][CH3:1])=[CH:22][CH:21]=1, predict the reactants needed to synthesize it. The reactants are: [CH3:1][O:2][C:3]1[CH:22]=[CH:21][C:6]([CH2:7][CH:8]2[C:12]3=[N:13][C:14]4[C:15](=[N:16][CH:17]=[CH:18][CH:19]=4)[N:11]3[C:10](=[O:20])[NH:9]2)=[CH:5][CH:4]=1.COC1C=CC(CC2C3=NC4C(N3C(=O)N2)=CC=CN=4)=CC=1.[NH2:45][C@H:46]1[CH2:51][CH2:50][C@H:49]([OH:52])[CH2:48][CH2:47]1. (7) Given the product [CH:1]1([C:4]2[CH:5]=[N:6][C:7]([NH:13][C:14]3[CH:15]=[C:16]4[C:20](=[C:21]([CH2:23][CH2:24][CH2:25][OH:26])[CH:22]=3)[N:19]([CH3:27])[CH:18]=[CH:17]4)=[C:8]([CH:12]=2)[C:9]([OH:11])=[O:10])[CH2:2][CH2:3]1, predict the reactants needed to synthesize it. The reactants are: [CH:1]1([C:4]2[CH:5]=[N:6][C:7]([NH:13][C:14]3[CH:15]=[C:16]4[C:20](=[C:21](/[CH:23]=[CH:24]/[CH2:25][OH:26])[CH:22]=3)[N:19]([CH3:27])[CH:18]=[CH:17]4)=[C:8]([CH:12]=2)[C:9]([OH:11])=[O:10])[CH2:3][CH2:2]1. (8) Given the product [Cl:15][C:12]1[CH:13]=[CH:14][C:9]([O:8][C:5]2[CH:6]=[CH:7][C:2]([C:21](=[O:22])[CH3:23])=[CH:3][CH:4]=2)=[CH:10][CH:11]=1, predict the reactants needed to synthesize it. The reactants are: Br[C:2]1[CH:7]=[CH:6][C:5]([O:8][C:9]2[CH:14]=[CH:13][C:12]([Cl:15])=[CH:11][CH:10]=2)=[CH:4][CH:3]=1.C([Mg]Cl)(C)C.[C:21](Cl)([CH3:23])=[O:22].[Li+].[Cl-].[NH4+].[Cl-]. (9) Given the product [CH3:11][C:1]1[CH:6]=[CH:5][C:4]([S:7]([O:18][CH2:17][CH:12]2[CH2:16][CH2:15][CH2:14][CH2:13]2)(=[O:9])=[O:8])=[CH:3][CH:2]=1, predict the reactants needed to synthesize it. The reactants are: [C:1]1([CH3:11])[CH:6]=[CH:5][C:4]([S:7](Cl)(=[O:9])=[O:8])=[CH:3][CH:2]=1.[CH:12]1([CH2:17][OH:18])[CH2:16][CH2:15][CH2:14][CH2:13]1.[OH-].[K+].